This data is from Catalyst prediction with 721,799 reactions and 888 catalyst types from USPTO. The task is: Predict which catalyst facilitates the given reaction. (1) Reactant: COC([C:5]1[N:6]=[C:7]([C:23]#[N:24])[C:8]2[C:13]([C:14]=1[OH:15])=[CH:12][CH:11]=[C:10]([O:16][C:17]1[CH:22]=[CH:21][CH:20]=[CH:19][CH:18]=1)[CH:9]=2)=O.[CH3:25][O-:26].[Na+].[CH3:28][OH:29].Cl.[CH3:31][OH:32]. Product: [CH3:25][O:26][C:31](=[O:32])[C:13]([CH3:8])([CH3:12])[CH2:14][CH2:5][NH:6][C:28]([C:5]1[N:6]=[C:7]([C:23]#[N:24])[C:8]2[C:13]([C:14]=1[OH:15])=[CH:12][CH:11]=[C:10]([O:16][C:17]1[CH:22]=[CH:21][CH:20]=[CH:19][CH:18]=1)[CH:9]=2)=[O:29]. The catalyst class is: 6. (2) Reactant: [OH:1][C:2]1[CH:3]=[C:4]([C:20]([NH:22][CH2:23][C:24]2[CH:29]=[CH:28][C:27]([S:30]([CH3:33])(=[O:32])=[O:31])=[CH:26][CH:25]=2)=[O:21])[C:5](=[O:19])[N:6]([C:9]2[CH:14]=[CH:13][CH:12]=[C:11]([C:15]([F:18])([F:17])[F:16])[CH:10]=2)[C:7]=1[CH3:8].N12CCCN=C1CCCCC2.Cl.ClCCN. Product: [CH3:27][S:30]([O:1][C:2]1[CH:3]=[C:4]([C:20]([NH:22][CH2:23][C:24]2[CH:25]=[CH:26][C:27]([S:30]([CH3:33])(=[O:31])=[O:32])=[CH:28][CH:29]=2)=[O:21])[C:5](=[O:19])[N:6]([C:9]2[CH:14]=[CH:13][CH:12]=[C:11]([C:15]([F:16])([F:18])[F:17])[CH:10]=2)[C:7]=1[CH3:8])(=[O:32])=[O:31]. The catalyst class is: 2. (3) Reactant: [Cl:1][C:2]1[CH:7]=[C:6]([NH:8][C:9]2[N:14]=[C:13]([C:15]3[CH:20]=[CH:19][N:18]=[C:17](Cl)[CH:16]=3)[CH:12]=[CH:11][N:10]=2)[CH:5]=[CH:4][N:3]=1.[CH3:22][O:23][CH2:24][CH:25]([NH2:28])[CH2:26][CH3:27].ClCCl. Product: [Cl:1][C:2]1[CH:7]=[C:6]([NH:8][C:9]2[N:14]=[C:13]([C:15]3[CH:20]=[CH:19][N:18]=[C:17]([NH:28][CH:25]([CH2:24][O:23][CH3:22])[CH2:26][CH3:27])[CH:16]=3)[CH:12]=[CH:11][N:10]=2)[CH:5]=[CH:4][N:3]=1. The catalyst class is: 60. (4) Reactant: [Cl:1][C:2]1[C:3](F)=[C:4]([I:13])[C:5]([O:11][CH3:12])=[C:6]([C:8](=[O:10])[CH3:9])[CH:7]=1.[C-:15]#[N:16].[K+].C(=O)(O)[O-].[Na+].O. Product: [C:8]([C:6]1[CH:7]=[C:2]([Cl:1])[C:3]([C:15]#[N:16])=[C:4]([I:13])[C:5]=1[O:11][CH3:12])(=[O:10])[CH3:9]. The catalyst class is: 42. (5) Reactant: [C:1](Cl)(=[O:5])[C:2](Cl)=[O:3].[N:7]1[CH:8]=[CH:9][N:10]2[CH:15]=[CH:14][CH:13]=[CH:12][C:11]=12.[CH3:16][OH:17]. Product: [CH3:16][O:17][C:1](=[O:5])[C:2]([C:9]1[N:10]2[CH:15]=[CH:14][CH:13]=[CH:12][C:11]2=[N:7][CH:8]=1)=[O:3]. The catalyst class is: 11.